Dataset: Catalyst prediction with 721,799 reactions and 888 catalyst types from USPTO. Task: Predict which catalyst facilitates the given reaction. Reactant: [CH3:1][O:2][C:3](=[O:24])[C@@:4](C)([NH:15][C:16]([O:18][C:19]([CH3:22])([CH3:21])[CH3:20])=[O:17])[CH2:5][C:6]1[CH:11]=[CH:10][C:9]([N+:12]([O-])=O)=[CH:8][CH:7]=1.[Cl-].[NH4+].CO. Product: [CH3:1][O:2][C:3](=[O:24])[C@@H:4]([NH:15][C:16]([O:18][C:19]([CH3:21])([CH3:20])[CH3:22])=[O:17])[CH2:5][C:6]1[CH:11]=[CH:10][C:9]([NH2:12])=[CH:8][CH:7]=1. The catalyst class is: 739.